Dataset: Reaction yield outcomes from USPTO patents with 853,638 reactions. Task: Predict the reaction yield, written as a fraction of the theoretical maximum amount of product (1.0 means a 100% yield; for example, 0.34 means a 34% yield). (1) The reactants are Br[CH2:2][C:3]([NH:5][C:6]1[S:10][C:9]2[CH2:11][CH2:12][CH2:13][CH2:14][C:8]=2[C:7]=1[C:15]([NH:17][CH2:18][CH2:19][OH:20])=[O:16])=[O:4].[C:21]([C:25]1[C:29]([CH:30]=[O:31])=[CH:28][NH:27][N:26]=1)([CH3:24])([CH3:23])[CH3:22].C(=O)([O-])[O-].[K+].[K+]. The catalyst is CN(C=O)C. The product is [C:21]([C:25]1[C:29]([CH:30]=[O:31])=[CH:28][N:27]([CH2:2][C:3]([NH:5][C:6]2[S:10][C:9]3[CH2:11][CH2:12][CH2:13][CH2:14][C:8]=3[C:7]=2[C:15]([NH:17][CH2:18][CH2:19][OH:20])=[O:16])=[O:4])[N:26]=1)([CH3:24])([CH3:22])[CH3:23]. The yield is 0.830. (2) The reactants are [C:1]1([C:3](=[CH:5][CH:6]=[CH:7][CH:8]=1)[OH:4])[OH:2].S(=O)(=O)(O)O. The catalyst is [O-2].[O-2].[O-2].[O-2].[O-2].[V+5].[V+5].O. The product is [OH:2][C:1]1[C:3]([OH:4])=[CH:5][C:6]2[C:7]3[C:6](=[CH:5][C:3]([OH:4])=[C:1]([OH:2])[CH:8]=3)[C:7]3[C:6](=[CH:5][C:3]([OH:4])=[C:1]([OH:2])[CH:8]=3)[C:7]=2[CH:8]=1. The yield is 0.336. (3) The product is [O:23]=[C:14]1[N:13]([CH2:24][CH2:25][CH3:26])[C:12]2[N:11]=[C:10]([C:5]34[CH2:6][CH2:7][C:2]([O:29][C@H:28]([CH3:30])[C:27]([OH:32])=[O:31])([CH2:9][CH2:8]3)[CH2:3][CH2:4]4)[NH:18][C:17]=2[C:16](=[O:19])[N:15]1[CH2:20][CH2:21][CH3:22]. The catalyst is O.CO. The yield is 0.200. The reactants are N[C:2]12[CH2:9][CH2:8][C:5]([C:10]3[NH:18][C:17]4[C:16](=[O:19])[N:15]([CH2:20][CH2:21][CH3:22])[C:14](=[O:23])[N:13]([CH2:24][CH2:25][CH3:26])[C:12]=4[N:11]=3)([CH2:6][CH2:7]1)[CH2:4][CH2:3]2.[C:27]([O:32]C)(=[O:31])[C@@H:28]([CH3:30])[OH:29].N(OCCC(C)C)=O.[Li+].[OH-]. (4) The reactants are [CH3:1][C:2]1[N:3]([C:13]2[CH:18]=[CH:17][CH:16]=[C:15]([C:19]([F:22])([F:21])[F:20])[CH:14]=2)[C:4](=[O:12])[C:5]([C:8](OC)=[O:9])=[N:6][CH:7]=1.[CH3:23][NH2:24]. No catalyst specified. The product is [CH3:23][NH:24][C:8]([C:5]1[C:4](=[O:12])[N:3]([C:13]2[CH:18]=[CH:17][CH:16]=[C:15]([C:19]([F:22])([F:20])[F:21])[CH:14]=2)[C:2]([CH3:1])=[CH:7][N:6]=1)=[O:9]. The yield is 0.730.